Dataset: Reaction yield outcomes from USPTO patents with 853,638 reactions. Task: Predict the reaction yield, written as a fraction of the theoretical maximum amount of product (1.0 means a 100% yield; for example, 0.34 means a 34% yield). The reactants are [C:1]([C:3]1[C:4]([O:13][CH2:14][CH2:15][OH:16])=[N:5][NH:6][C:7]=1[N:8]=[CH:9][N:10](C)C)#[N:2].[CH3:17][C:18]1[CH:19]=[C:20]([CH:22]=[CH:23][C:24]=1[O:25][CH2:26][C:27]1[CH:32]=[CH:31][CH:30]=[CH:29][N:28]=1)N. No catalyst specified. The product is [CH3:17][C:18]1[CH:19]=[C:20]([NH:2][C:1]2[N:10]=[CH:9][N:8]=[C:7]3[NH:6][N:5]=[C:4]([O:13][CH2:14][CH2:15][OH:16])[C:3]=23)[CH:22]=[CH:23][C:24]=1[O:25][CH2:26][C:27]1[CH:32]=[CH:31][CH:30]=[CH:29][N:28]=1. The yield is 0.900.